From a dataset of Reaction yield outcomes from USPTO patents with 853,638 reactions. Predict the reaction yield, written as a fraction of the theoretical maximum amount of product (1.0 means a 100% yield; for example, 0.34 means a 34% yield). The reactants are Cl[C:2]1[N:7]=[CH:6][N:5]=[C:4]([NH:8][C:9]2[CH:33]=[CH:32][C:12]([C:13]([NH:15][C:16]3[S:17][CH:18]=[C:19]([C:21]4[CH:26]=[CH:25][CH:24]=[C:23]([C:27]([F:30])([F:29])[F:28])[C:22]=4[F:31])[N:20]=3)=[O:14])=[CH:11][CH:10]=2)[CH:3]=1.[CH2:34]([NH2:36])[CH3:35]. The catalyst is CN1CCCC1. The product is [CH2:34]([NH:36][C:2]1[N:7]=[CH:6][N:5]=[C:4]([NH:8][C:9]2[CH:33]=[CH:32][C:12]([C:13]([NH:15][C:16]3[S:17][CH:18]=[C:19]([C:21]4[CH:26]=[CH:25][CH:24]=[C:23]([C:27]([F:30])([F:29])[F:28])[C:22]=4[F:31])[N:20]=3)=[O:14])=[CH:11][CH:10]=2)[CH:3]=1)[CH3:35]. The yield is 0.0500.